From a dataset of Catalyst prediction with 721,799 reactions and 888 catalyst types from USPTO. Predict which catalyst facilitates the given reaction. (1) Reactant: Cl[C:2]1[C:11]2[C:6](=[CH:7][C:8]([O:14][CH2:15][CH2:16][CH2:17][N:18]3[CH2:23][CH2:22][O:21][CH2:20][CH2:19]3)=[C:9]([O:12][CH3:13])[CH:10]=2)[N:5]=[CH:4][N:3]=1.[Cl:24][C:25]1[CH:33]=[C:32]([C:34]#[C:35][CH2:36][CH:37]([O:39][CH3:40])[CH3:38])[C:28]2[O:29][CH2:30][O:31][C:27]=2[C:26]=1[NH2:41].C[Si]([N-][Si](C)(C)C)(C)C.[Na+]. Product: [Cl:24][C:25]1[CH:33]=[C:32]([C:34]#[C:35][CH2:36][CH:37]([O:39][CH3:40])[CH3:38])[C:28]2[O:29][CH2:30][O:31][C:27]=2[C:26]=1[NH:41][C:2]1[C:11]2[C:6](=[CH:7][C:8]([O:14][CH2:15][CH2:16][CH2:17][N:18]3[CH2:23][CH2:22][O:21][CH2:20][CH2:19]3)=[C:9]([O:12][CH3:13])[CH:10]=2)[N:5]=[CH:4][N:3]=1. The catalyst class is: 3. (2) Reactant: [CH3:1][N:2]([CH2:10][C:11]1[S:12][C:13]([S:24]([C:27]2[CH:32]=[CH:31][CH:30]=[CH:29][CH:28]=2)(=[O:26])=[O:25])=[C:14]([C:17]2[CH:22]=[CH:21][CH:20]=[CH:19][C:18]=2[CH3:23])[C:15]=1[CH3:16])C(=O)OC(C)(C)C.C(OCC)(=O)C.[ClH:39]. Product: [ClH:39].[CH3:1][NH:2][CH2:10][C:11]1[S:12][C:13]([S:24]([C:27]2[CH:32]=[CH:31][CH:30]=[CH:29][CH:28]=2)(=[O:25])=[O:26])=[C:14]([C:17]2[CH:22]=[CH:21][CH:20]=[CH:19][C:18]=2[CH3:23])[C:15]=1[CH3:16]. The catalyst class is: 336. (3) Reactant: Cl.[F:2][C:3]1[C:4]([CH2:9][O:10][C:11]2[C:12]3[N:13]([C:18]([C:22](O)=[O:23])=[C:19]([CH3:21])[N:20]=3)[CH:14]=[C:15]([CH3:17])[CH:16]=2)=[N:5][CH:6]=[CH:7][CH:8]=1.CN(C(ON1N=NC2C=CC=CC1=2)=[N+](C)C)C.[B-](F)(F)(F)F.CN1CCOCC1.Cl.[NH2:55][CH:56]([CH2:61][C:62]([F:65])([F:64])[F:63])[C:57]([O:59][CH3:60])=[O:58]. Product: [F:63][C:62]([F:64])([F:65])[CH2:61][CH:56]([NH:55][C:22]([C:18]1[N:13]2[CH:14]=[C:15]([CH3:17])[CH:16]=[C:11]([O:10][CH2:9][C:4]3[C:3]([F:2])=[CH:8][CH:7]=[CH:6][N:5]=3)[C:12]2=[N:20][C:19]=1[CH3:21])=[O:23])[C:57]([O:59][CH3:60])=[O:58]. The catalyst class is: 18. (4) Reactant: [CH2:1]([N:3]([CH2:20][CH3:21])[C:4]([C:6]1[CH:15]=[C:14]([O:16][CH3:17])[C:13]2[C:8](=[CH:9][CH:10]=[CH:11][CH:12]=2)[C:7]=1OC)=[O:5])[CH3:2].[SiH](CC)(CC)CC. Product: [CH2:20]([N:3]([CH2:1][CH3:2])[C:4]([C:6]1[CH:15]=[C:14]([O:16][CH3:17])[C:13]2[C:8](=[CH:9][CH:10]=[CH:11][CH:12]=2)[CH:7]=1)=[O:5])[CH3:21]. The catalyst class is: 11.